This data is from Forward reaction prediction with 1.9M reactions from USPTO patents (1976-2016). The task is: Predict the product of the given reaction. (1) Given the reactants [F:1][C:2]([F:14])([F:13])[S:3]([C:6]1[CH:12]=[CH:11][C:9]([NH2:10])=[CH:8][CH:7]=1)(=[O:5])=[O:4].C(N(CC)CC)C.[Cl-].ClC1N(C)CC[NH+]1C.[CH3:31][O:32][C:33]1[C:34](=[O:57])[C:35]([CH3:56])=[C:36]([CH2:42][C:43]2[CH:44]=[CH:45][C:46]([O:52][C:53](=[O:55])[CH3:54])=[C:47]([CH:51]=2)[C:48](O)=[O:49])[C:37](=[O:41])[C:38]=1[O:39][CH3:40], predict the reaction product. The product is: [CH3:31][O:32][C:33]1[C:34](=[O:57])[C:35]([CH3:56])=[C:36]([CH2:42][C:43]2[CH:44]=[CH:45][C:46]([O:52][C:53](=[O:55])[CH3:54])=[C:47]([CH:51]=2)[C:48]([NH:10][C:9]2[CH:11]=[CH:12][C:6]([S:3]([C:2]([F:13])([F:1])[F:14])(=[O:4])=[O:5])=[CH:7][CH:8]=2)=[O:49])[C:37](=[O:41])[C:38]=1[O:39][CH3:40]. (2) Given the reactants [Cl:1][C:2]1[CH:16]=[CH:15][C:5]([O:6][C:7]2[CH:14]=[CH:13][CH:12]=[CH:11][C:8]=2[CH2:9][NH2:10])=[CH:4][CH:3]=1.[C:17]([N:25]1[CH2:30][CH2:29][C:28](=O)[CH2:27][CH2:26]1)(=[O:24])[C:18]1[CH:23]=[CH:22][CH:21]=[CH:20][CH:19]=1.[BH-](OC(C)=O)(OC(C)=O)OC(C)=O.[Na+].C(O)(=O)C, predict the reaction product. The product is: [Cl:1][C:2]1[CH:16]=[CH:15][C:5]([O:6][C:7]2[CH:14]=[CH:13][CH:12]=[CH:11][C:8]=2[CH2:9][NH:10][CH:28]2[CH2:29][CH2:30][N:25]([C:17]([C:18]3[CH:23]=[CH:22][CH:21]=[CH:20][CH:19]=3)=[O:24])[CH2:26][CH2:27]2)=[CH:4][CH:3]=1. (3) Given the reactants C[O:2][C:3]([C:5]1[S:6][C:7]([C:31]2[CH:36]=[CH:35][CH:34]=[CH:33][CH:32]=2)=[CH:8][C:9]=1[N:10]([S:19]([C:22]1[CH:27]=[C:26]([CH3:28])[C:25]([Cl:29])=[CH:24][C:23]=1[CH3:30])(=[O:21])=[O:20])[CH2:11][C:12]1[CH:17]=[CH:16][CH:15]=[C:14]([I:18])[CH:13]=1)=[O:4].O[Li].O, predict the reaction product. The product is: [Cl:29][C:25]1[C:26]([CH3:28])=[CH:27][C:22]([S:19]([N:10]([CH2:11][C:12]2[CH:17]=[CH:16][CH:15]=[C:14]([I:18])[CH:13]=2)[C:9]2[CH:8]=[C:7]([C:31]3[CH:32]=[CH:33][CH:34]=[CH:35][CH:36]=3)[S:6][C:5]=2[C:3]([OH:4])=[O:2])(=[O:20])=[O:21])=[C:23]([CH3:30])[CH:24]=1. (4) Given the reactants [CH2:1]([O:8][C:9]([N:11]1[CH:15]([C:16](O)=[O:17])[CH2:14][S:13][C@@H:12]1[CH:19]1[CH2:24][CH2:23][O:22][CH2:21][CH2:20]1)=[O:10])[C:2]1[CH:7]=[CH:6][CH:5]=[CH:4][CH:3]=1.CCN(C(C)C)C(C)C.CN(C(ON1N=NC2C=CC=NC1=2)=[N+](C)C)C.F[P-](F)(F)(F)(F)F.[NH2:58][C:59]1[S:60][CH:61]=[C:62]([C:64]2[CH:75]=[CH:74][C:67]([C:68]([NH:70][CH:71]3[CH2:73][CH2:72]3)=[O:69])=[CH:66][CH:65]=2)[N:63]=1, predict the reaction product. The product is: [CH2:1]([O:8][C:9]([N:11]1[CH:15]([C:16](=[O:17])[NH:58][C:59]2[S:60][CH:61]=[C:62]([C:64]3[CH:65]=[CH:66][C:67]([C:68](=[O:69])[NH:70][CH:71]4[CH2:73][CH2:72]4)=[CH:74][CH:75]=3)[N:63]=2)[CH2:14][S:13][C@@H:12]1[CH:19]1[CH2:24][CH2:23][O:22][CH2:21][CH2:20]1)=[O:10])[C:2]1[CH:7]=[CH:6][CH:5]=[CH:4][CH:3]=1. (5) Given the reactants [NH2:1][C:2](=[N:27][OH:28])[C:3](=[N:10][O:11][CH2:12][C:13]1[N:18]=[C:17]([NH:19][C:20](=[O:26])[O:21][C:22]([CH3:25])([CH3:24])[CH3:23])[CH:16]=[CH:15][CH:14]=1)[C:4]1[CH:5]=[N:6][CH:7]=[CH:8][CH:9]=1.[C:29](N1C=CN=C1)(N1C=CN=C1)=[O:30], predict the reaction product. The product is: [O:30]=[C:29]1[O:28][N:27]=[C:2]([C:3](=[N:10][O:11][CH2:12][C:13]2[N:18]=[C:17]([NH:19][C:20](=[O:26])[O:21][C:22]([CH3:24])([CH3:25])[CH3:23])[CH:16]=[CH:15][CH:14]=2)[C:4]2[CH:5]=[N:6][CH:7]=[CH:8][CH:9]=2)[NH:1]1. (6) Given the reactants [CH3:1][C:2]1[CH:3]=[C:4]([N+:9]([O-:11])=[O:10])[C:5](O)=[N:6][CH:7]=1.P(Cl)(Cl)([Cl:14])=O, predict the reaction product. The product is: [Cl:14][C:5]1[C:4]([N+:9]([O-:11])=[O:10])=[CH:3][C:2]([CH3:1])=[CH:7][N:6]=1.